From a dataset of Forward reaction prediction with 1.9M reactions from USPTO patents (1976-2016). Predict the product of the given reaction. Given the reactants [Cl:1][C:2]1[CH:3]=[CH:4][C:5]([C:8]([C:10]2[CH:15]=[C:14]([C:16]([F:19])([F:18])[F:17])[CH:13]=[C:12]([F:20])[CH:11]=2)=[NH:9])=[N:6][CH:7]=1.Cl.[CH3:22][C:23]1[N:24]=[C:25](N)[S:26][C:27]=1[CH3:28], predict the reaction product. The product is: [Cl:1][C:2]1[CH:3]=[CH:4][C:5](/[C:8](/[C:10]2[CH:15]=[C:14]([C:16]([F:19])([F:17])[F:18])[CH:13]=[C:12]([F:20])[CH:11]=2)=[N:9]/[C:25]2[S:26][C:27]([CH3:28])=[C:23]([CH3:22])[N:24]=2)=[N:6][CH:7]=1.